This data is from Catalyst prediction with 721,799 reactions and 888 catalyst types from USPTO. The task is: Predict which catalyst facilitates the given reaction. (1) Reactant: [CH2:1]([N:8]1[C:13]([CH3:14])=[CH:12][CH:11]=[C:10]([C:15]([OH:17])=O)[C:9]1=[O:18])[C:2]1[CH:7]=[CH:6][CH:5]=[CH:4][CH:3]=1.[NH2:19][C@@H:20]([CH2:28][CH2:29][CH2:30][NH:31][C:32]([NH:34][S:35]([C:38]1[C:39]([CH3:52])=[C:40]2[C:45](=[C:46]([CH3:49])[C:47]=1[CH3:48])[O:44][C:43]([CH3:51])([CH3:50])[CH2:42][CH2:41]2)(=[O:37])=[O:36])=[NH:33])[C:21]([O:23][C:24]([CH3:27])([CH3:26])[CH3:25])=[O:22].CN(C(ON1N=NC2C=CC=CC1=2)=[N+](C)C)C.F[P-](F)(F)(F)(F)F.CCN(C(C)C)C(C)C. Product: [CH2:1]([N:8]1[C:13]([CH3:14])=[CH:12][CH:11]=[C:10]([C:15]([NH:19][C@@H:20]([CH2:28][CH2:29][CH2:30][NH:31][C:32]([NH:34][S:35]([C:38]2[C:39]([CH3:52])=[C:40]3[C:45](=[C:46]([CH3:49])[C:47]=2[CH3:48])[O:44][C:43]([CH3:51])([CH3:50])[CH2:42][CH2:41]3)(=[O:36])=[O:37])=[NH:33])[C:21]([O:23][C:24]([CH3:25])([CH3:26])[CH3:27])=[O:22])=[O:17])[C:9]1=[O:18])[C:2]1[CH:3]=[CH:4][CH:5]=[CH:6][CH:7]=1. The catalyst class is: 3. (2) Reactant: [O:1]1[C:10]2[C:5](=[CH:6][CH:7]=[CH:8][CH:9]=2)[C:4](=O)[CH2:3][CH2:2]1.C(N(CC)CC)C.Cl.[NH2:20][OH:21]. Product: [O:1]1[C:10]2[C:5](=[CH:6][CH:7]=[CH:8][CH:9]=2)[C:4](=[N:20][OH:21])[CH2:3][CH2:2]1. The catalyst class is: 125. (3) Reactant: [O:1]=[C:2]1[CH:19]=[C:18]([CH:20]2[CH2:25][CH2:24][N:23](C(OC(C)(C)C)=O)[CH2:22][CH2:21]2)[N:5]2[N:6]=[C:7]3[C:12]([C:11]([N:13]4[CH:17]=[CH:16][N:15]=[N:14]4)=[CH:10][CH:9]=[CH:8]3)=[C:4]2[NH:3]1.[ClH:33]. Product: [ClH:33].[NH:23]1[CH2:22][CH2:21][CH:20]([C:18]2[N:5]3[N:6]=[C:7]4[C:12]([C:11]([N:13]5[CH:17]=[CH:16][N:15]=[N:14]5)=[CH:10][CH:9]=[CH:8]4)=[C:4]3[NH:3][C:2](=[O:1])[CH:19]=2)[CH2:25][CH2:24]1. The catalyst class is: 12. (4) Reactant: [CH3:1][O:2][C:3]1[CH:18]=[CH:17][C:6]([C:7]([O:9][CH2:10][C:11]2[CH:16]=[CH:15][CH:14]=[CH:13][CH:12]=2)=[O:8])=[CH:5][C:4]=1[NH:19][S:20]([CH3:23])(=[O:22])=[O:21].Cl[CH2:25][CH2:26][N:27]1[CH2:32][CH2:31][O:30][CH2:29][CH2:28]1.C([O-])([O-])=O.[K+].[K+]. Product: [CH3:1][O:2][C:3]1[CH:18]=[CH:17][C:6]([C:7]([O:9][CH2:10][C:11]2[CH:16]=[CH:15][CH:14]=[CH:13][CH:12]=2)=[O:8])=[CH:5][C:4]=1[N:19]([CH2:25][CH2:26][N:27]1[CH2:32][CH2:31][O:30][CH2:29][CH2:28]1)[S:20]([CH3:23])(=[O:22])=[O:21]. The catalyst class is: 3.